Dataset: Reaction yield outcomes from USPTO patents with 853,638 reactions. Task: Predict the reaction yield, written as a fraction of the theoretical maximum amount of product (1.0 means a 100% yield; for example, 0.34 means a 34% yield). The reactants are Br[C:2]1[CH:7]=[CH:6][C:5]([NH:8][C:9]([NH:11][C:12]2[CH:17]=[C:16]([C:18]([F:21])([F:20])[F:19])[CH:15]=[CH:14][C:13]=2[F:22])=[O:10])=[C:4]([F:23])[CH:3]=1.[B:24]1([B:24]2[O:28][C:27]([CH3:30])([CH3:29])[C:26]([CH3:32])([CH3:31])[O:25]2)[O:28][C:27]([CH3:30])([CH3:29])[C:26]([CH3:32])([CH3:31])[O:25]1.CC([O-])=O.[K+].CS(C)=O. The catalyst is C(OCC)(=O)C.C1C=CC(P(C2C=CC=CC=2)[C-]2C=CC=C2)=CC=1.C1C=CC(P(C2C=CC=CC=2)[C-]2C=CC=C2)=CC=1.Cl[Pd]Cl.[Fe+2]. The product is [F:23][C:4]1[CH:3]=[C:2]([B:24]2[O:28][C:27]([CH3:30])([CH3:29])[C:26]([CH3:32])([CH3:31])[O:25]2)[CH:7]=[CH:6][C:5]=1[NH:8][C:9]([NH:11][C:12]1[CH:17]=[C:16]([C:18]([F:21])([F:20])[F:19])[CH:15]=[CH:14][C:13]=1[F:22])=[O:10]. The yield is 0.800.